This data is from Full USPTO retrosynthesis dataset with 1.9M reactions from patents (1976-2016). The task is: Predict the reactants needed to synthesize the given product. Given the product [C:43]([CH2:42][N:17]1[C:16]([S:19][C:20]2[CH:25]=[CH:24][CH:23]=[CH:22][N:21]=2)=[C:14]2[S:15][C:11]([C:8]3[C@H:9]([CH3:10])[C@@H:5]4[C@@H:4]([C@H:2]([OH:1])[CH3:3])[C:39](=[O:40])[N:6]4[C:7]=3[C:26]([O-:28])=[O:27])=[CH:12][N+:13]2=[CH:18]1)(=[O:44])[NH2:45], predict the reactants needed to synthesize it. The reactants are: [OH:1][C@@H:2]([C@H:4]1[C:39](=[O:40])[N:6]2[C:7]([C:26]([O:28]CC3C=CC([N+]([O-])=O)=CC=3)=[O:27])=[C:8]([C:11]3[S:15][C:14]4=[C:16]([S:19][C:20]5[CH:25]=[CH:24][CH:23]=[CH:22][N:21]=5)[N:17]=[CH:18][N:13]4[CH:12]=3)[C@H:9]([CH3:10])[C@H:5]12)[CH3:3].I[CH2:42][C:43]([NH2:45])=[O:44].C(OCC)(=O)C.